Dataset: Full USPTO retrosynthesis dataset with 1.9M reactions from patents (1976-2016). Task: Predict the reactants needed to synthesize the given product. Given the product [CH3:1][O:2][C:3]([C:5]1[S:6][CH:7]=[CH:8][C:9]=1[N:10]([C@H:20]1[CH2:21][CH2:22][C@H:23]([OH:26])[CH2:24][CH2:25]1)[C:11]([C@H:13]1[CH2:18][CH2:17][C@H:16]([CH3:19])[CH2:15][CH2:14]1)=[O:12])=[O:4], predict the reactants needed to synthesize it. The reactants are: [CH3:1][O:2][C:3]([C:5]1[S:6][C:7](Br)=[CH:8][C:9]=1[N:10]([C@H:20]1[CH2:25][CH2:24][C@H:23]([OH:26])[CH2:22][CH2:21]1)[C:11]([C@H:13]1[CH2:18][CH2:17][C@H:16]([CH3:19])[CH2:15][CH2:14]1)=[O:12])=[O:4].